Dataset: Full USPTO retrosynthesis dataset with 1.9M reactions from patents (1976-2016). Task: Predict the reactants needed to synthesize the given product. (1) Given the product [CH2:1]([O:3][C:4]1[CH:9]=[CH:8][C:7]([CH2:10][O:11][C:12]2[NH:16][N:15]=[C:14]([NH:17][C:21]3[CH:26]=[CH:25][N:24]=[C:23]([NH:27][CH2:28][C:29]4[O:33][N:32]=[C:31]([CH3:34])[CH:30]=4)[N:22]=3)[CH:13]=2)=[CH:6][C:5]=1[O:18][CH3:19])[CH3:2], predict the reactants needed to synthesize it. The reactants are: [CH2:1]([O:3][C:4]1[CH:9]=[CH:8][C:7]([CH2:10][O:11][C:12]2[NH:16][N:15]=[C:14]([NH2:17])[CH:13]=2)=[CH:6][C:5]=1[O:18][CH3:19])[CH3:2].Cl[C:21]1[CH:26]=[CH:25][N:24]=[C:23]([NH:27][CH2:28][C:29]2[O:33][N:32]=[C:31]([CH3:34])[CH:30]=2)[N:22]=1. (2) The reactants are: [Si]([O:8][CH2:9][C:10]1([CH3:34])[S:16][CH2:15][CH2:14][N:13]2[C:17]([C:20]3([C:23]4[CH:28]=[CH:27][C:26]([C:29]5[S:30][CH:31]=[CH:32][N:33]=5)=[CH:25][CH:24]=4)[CH2:22][CH2:21]3)=[N:18][N:19]=[C:12]2[CH2:11]1)(C(C)(C)C)(C)C.Cl. Given the product [CH3:34][C:10]1([CH2:9][OH:8])[S:16][CH2:15][CH2:14][N:13]2[C:17]([C:20]3([C:23]4[CH:24]=[CH:25][C:26]([C:29]5[S:30][CH:31]=[CH:32][N:33]=5)=[CH:27][CH:28]=4)[CH2:22][CH2:21]3)=[N:18][N:19]=[C:12]2[CH2:11]1, predict the reactants needed to synthesize it. (3) The reactants are: Cl[C:2]1[N:7]=[CH:6][N:5]=[C:4]([CH2:8][NH:9][C:10](=[O:16])[O:11][C:12]([CH3:15])([CH3:14])[CH3:13])[CH:3]=1.[F:17][C:18]([F:30])([F:29])[O:19][C:20]1[CH:25]=[CH:24][C:23](B(O)O)=[CH:22][CH:21]=1.C(=O)([O-])[O-].[Na+].[Na+].C([O-])(=O)C.[K+]. Given the product [F:17][C:18]([F:29])([F:30])[O:19][C:20]1[CH:25]=[CH:24][C:23]([C:2]2[N:7]=[CH:6][N:5]=[C:4]([CH2:8][NH:9][C:10](=[O:16])[O:11][C:12]([CH3:15])([CH3:14])[CH3:13])[CH:3]=2)=[CH:22][CH:21]=1, predict the reactants needed to synthesize it. (4) Given the product [CH3:5][C:6]([CH3:30])([CH2:7][O:8][CH:9]1[CH2:14][CH2:13][CH2:12][CH2:11][O:10]1)[CH2:15][CH2:16][CH2:17][CH2:18][NH2:19], predict the reactants needed to synthesize it. The reactants are: O.NN.O.[CH3:5][C:6]([CH3:30])([CH2:15][CH2:16][CH2:17][CH2:18][N:19]1C(=O)C2=CC=CC=C2C1=O)[CH2:7][O:8][CH:9]1[CH2:14][CH2:13][CH2:12][CH2:11][O:10]1. (5) Given the product [CH3:35][N:36]([CH2:37][C@H:38]([OH:39])[C@@H:40]([OH:41])[C@H:42]([OH:43])[C@H:44]([OH:45])[CH2:46][OH:47])[C:25]([C:22]1[N:14]2[C:13]([CH2:12][N:11]([C:9]([C:8]3[CH:7]=[CH:6][C:5]([C:28]4[CH:33]=[CH:32][CH:31]=[CH:30][C:29]=4[CH3:34])=[CH:4][C:3]=3[O:2][CH3:1])=[O:10])[C:17]3[CH:18]=[CH:19][CH:20]=[CH:21][C:16]=3[CH2:15]2)=[CH:24][CH:23]=1)=[O:26], predict the reactants needed to synthesize it. The reactants are: [CH3:1][O:2][C:3]1[CH:4]=[C:5]([C:28]2[CH:33]=[CH:32][CH:31]=[CH:30][C:29]=2[CH3:34])[CH:6]=[CH:7][C:8]=1[C:9]([N:11]1[C:17]2[CH:18]=[CH:19][CH:20]=[CH:21][C:16]=2[CH2:15][N:14]2[C:22]([C:25](O)=[O:26])=[CH:23][CH:24]=[C:13]2[CH2:12]1)=[O:10].[CH3:35][NH:36][CH2:37][C@@H:38]([C@H:40]([C@@H:42]([C@@H:44]([CH2:46][OH:47])[OH:45])[OH:43])[OH:41])[OH:39].ON1C2C=CC=CC=2N=N1.Cl.CN(C)CCCN=C=NCC.C(N(CC)C(C)C)(C)C. (6) Given the product [C:9]([C:4]1[N:3]=[C:2]([NH2:1])[N:7]=[C:6]([N:25]([CH3:24])[C:26]2[CH:31]=[CH:30][CH:29]=[C:28]([CH3:32])[CH:27]=2)[N:5]=1)#[N:10], predict the reactants needed to synthesize it. The reactants are: [NH2:1][C:2]1[N:7]=[C:6](Cl)[N:5]=[C:4]([C:9]#[N:10])[N:3]=1.CS(C)=O.C(N(C(C)C)CC)(C)C.[CH3:24][NH:25][C:26]1[CH:31]=[CH:30][CH:29]=[C:28]([CH3:32])[CH:27]=1. (7) Given the product [Cl:1][C:2]1[CH:28]=[CH:27][C:5]([C:6]([CH2:8][CH2:9][O:10][C:11]([CH2:13][NH:14][CH2:15][C:16]2[CH:17]=[C:18]([CH:23]=[CH:24][C:25]=2[NH:26][CH2:40][C:39]2[CH:38]=[CH:37][C:36]([C:34]([N:29]3[CH2:33][CH:32]=[CH:31][CH2:30]3)=[O:35])=[CH:43][CH:42]=2)[C:19]([O:21][CH3:22])=[O:20])=[O:12])=[O:7])=[CH:4][CH:3]=1, predict the reactants needed to synthesize it. The reactants are: [Cl:1][C:2]1[CH:28]=[CH:27][C:5]([C:6]([CH2:8][CH2:9][O:10][C:11]([CH2:13][NH:14][CH2:15][C:16]2[CH:17]=[C:18]([CH:23]=[CH:24][C:25]=2[NH2:26])[C:19]([O:21][CH3:22])=[O:20])=[O:12])=[O:7])=[CH:4][CH:3]=1.[N:29]1([C:34]([C:36]2[CH:43]=[CH:42][C:39]([CH:40]=O)=[CH:38][CH:37]=2)=[O:35])[CH2:33][CH:32]=[CH:31][CH2:30]1.C(O)(=O)C.C(O[BH-](OC(=O)C)OC(=O)C)(=O)C.[Na+]. (8) Given the product [ClH:1].[ClH:1].[Cl:1][C:2]1[C:3]([CH2:8][NH2:14])=[N:4][CH:5]=[CH:6][N:7]=1, predict the reactants needed to synthesize it. The reactants are: [Cl:1][C:2]1[C:3]([CH2:8]O)=[N:4][CH:5]=[CH:6][N:7]=1.C1(=O)[NH:14]C(=O)C2=CC=CC=C12.C1(P(C2C=CC=CC=2)C2C=CC=CC=2)C=CC=CC=1.CC(OC(/N=N/C(OC(C)C)=O)=O)C.NN. (9) The reactants are: Cl[C:2]1[CH:7]=[C:6]([O:8][CH:9]2[CH2:18][CH2:17][C:12]3([O:16][CH2:15][CH2:14][O:13]3)[CH2:11][CH2:10]2)[N:5]=[C:4]([C:19]([F:22])([F:21])[F:20])[N:3]=1.C[C:24]#[N:25].O. Given the product [O:16]1[C:12]2([CH2:17][CH2:18][CH:9]([O:8][C:6]3[N:5]=[C:4]([C:19]([F:22])([F:21])[F:20])[N:3]=[C:2]([C:24]#[N:25])[CH:7]=3)[CH2:10][CH2:11]2)[O:13][CH2:14][CH2:15]1, predict the reactants needed to synthesize it.